Dataset: Reaction yield outcomes from USPTO patents with 853,638 reactions. Task: Predict the reaction yield, written as a fraction of the theoretical maximum amount of product (1.0 means a 100% yield; for example, 0.34 means a 34% yield). (1) The reactants are Cl[C:2]1[N:7]=[CH:6][N:5]=[C:4]([O:8][C:9]2[CH:35]=[CH:34][CH:33]=[CH:32][C:10]=2[CH2:11][NH:12][C:13]([NH:15][C:16]2[N:20]([C:21]3[CH:26]=[CH:25][C:24]([CH3:27])=[CH:23][CH:22]=3)[N:19]=[C:18]([C:28]([CH3:31])([CH3:30])[CH3:29])[CH:17]=2)=[O:14])[CH:3]=1.[NH2:36][CH2:37][CH2:38][CH2:39][N:40]1[CH2:44][CH2:43][CH2:42][C:41]1=[O:45].C(N(CC)C(C)C)(C)C.C(=O)(O)[O-].[Na+]. The catalyst is C(O)C. The product is [C:28]([C:18]1[CH:17]=[C:16]([NH:15][C:13]([NH:12][CH2:11][C:10]2[CH:32]=[CH:33][CH:34]=[CH:35][C:9]=2[O:8][C:4]2[CH:3]=[C:2]([NH:36][CH2:37][CH2:38][CH2:39][N:40]3[CH2:44][CH2:43][CH2:42][C:41]3=[O:45])[N:7]=[CH:6][N:5]=2)=[O:14])[N:20]([C:21]2[CH:26]=[CH:25][C:24]([CH3:27])=[CH:23][CH:22]=2)[N:19]=1)([CH3:31])([CH3:30])[CH3:29]. The yield is 0.380. (2) The reactants are [F:1][C:2]1[C:3]([NH:17][C:18]([C:20]2[N:24]([CH3:25])[N:23]=[CH:22][C:21]=2[C:26]([OH:28])=O)=[O:19])=[CH:4][C:5]2[N:6]([N:8]=[C:9]([C:11]3[CH:16]=[CH:15][CH:14]=[CH:13][CH:12]=3)[N:10]=2)[CH:7]=1.[NH:29]1[CH2:33][CH2:32][CH2:31][CH2:30]1.CCCP(=O)=O.C(N(C(C)C)CC)(C)C. The catalyst is O1CCCC1. The product is [F:1][C:2]1[C:3]([NH:17][C:18]([C:20]2[N:24]([CH3:25])[N:23]=[CH:22][C:21]=2[C:26]([N:29]2[CH2:33][CH2:32][CH2:31][CH2:30]2)=[O:28])=[O:19])=[CH:4][C:5]2[N:6]([N:8]=[C:9]([C:11]3[CH:16]=[CH:15][CH:14]=[CH:13][CH:12]=3)[N:10]=2)[CH:7]=1. The yield is 0.528. (3) The reactants are [OH:1][C:2]1[C:10]([O:11][CH3:12])=[CH:9][C:8]([C:13]2[N:14]([C:24]([O:26][C:27]([CH3:30])([CH3:29])[CH3:28])=[O:25])[C:15]3[C:20]([CH:21]=2)=[CH:19][C:18]([CH:22]=O)=[CH:17][CH:16]=3)=[C:7]2[C:3]=1[CH2:4][NH:5][C:6]2=[O:31].Cl.[CH3:33][NH:34][CH3:35].C(N(CC)CC)C.C(O)(=O)C.C(O[BH-](OC(=O)C)OC(=O)C)(=O)C.[Na+]. The catalyst is C(#N)C. The product is [OH:1][C:2]1[C:10]([O:11][CH3:12])=[CH:9][C:8]([C:13]2[N:14]([C:24]([O:26][C:27]([CH3:29])([CH3:30])[CH3:28])=[O:25])[C:15]3[C:20]([CH:21]=2)=[CH:19][C:18]([CH2:22][N:34]([CH3:35])[CH3:33])=[CH:17][CH:16]=3)=[C:7]2[C:3]=1[CH2:4][NH:5][C:6]2=[O:31]. The yield is 0.190. (4) The product is [CH:9]1([NH:8][C:6]([NH:3][C:2]2[CH:1]=[CH:25][C:26]([I:28])=[CH:27][C:21]=2[F:20])=[O:7])[CH2:10][CH2:13]1. The catalyst is CN(C)C=O.O.C1(C)C=CC=CC=1. The yield is 0.934. The reactants are [CH:1]1N=C[N:3]([C:6]([N:8]2C=N[CH:10]=[CH:9]2)=[O:7])[CH:2]=1.[CH2:13](N(CC)CC)C.[F:20][C:21]1[CH:27]=[C:26]([I:28])[CH:25]=CC=1N.C1(N)CC1. (5) The reactants are [CH:1]([NH:4][C:5]([C:7]1[C:15]2[C:10](=[N:11][CH:12]=[C:13](Br)[N:14]=2)[N:9]([CH2:17][O:18][CH2:19][CH2:20][Si:21]([CH3:24])([CH3:23])[CH3:22])[CH:8]=1)=[O:6])([CH3:3])[CH3:2].[C:25]([O:29][C:30](=[O:42])[NH:31][C@H:32]1[C:40]2[C:35](=[CH:36][CH:37]=[C:38]([OH:41])[CH:39]=2)[CH2:34][CH2:33]1)([CH3:28])([CH3:27])[CH3:26].[O-]P([O-])([O-])=O.[K+].[K+].[K+].C(P(C(C)(C)C)C1C=CC=CC=1C1C=CC=CC=1N(C)C)(C)(C)C. The catalyst is C1(C)C=CC=CC=1.CC([O-])=O.CC([O-])=O.[Pd+2]. The product is [C:25]([O:29][C:30](=[O:42])[NH:31][C@H:32]1[C:40]2[C:35](=[CH:36][CH:37]=[C:38]([O:41][C:13]3[N:14]=[C:15]4[C:7]([C:5](=[O:6])[NH:4][CH:1]([CH3:3])[CH3:2])=[CH:8][N:9]([CH2:17][O:18][CH2:19][CH2:20][Si:21]([CH3:24])([CH3:23])[CH3:22])[C:10]4=[N:11][CH:12]=3)[CH:39]=2)[CH2:34][CH2:33]1)([CH3:28])([CH3:26])[CH3:27]. The yield is 0.650. (6) The product is [CH2:45]([N:52]1[CH2:57][CH2:56][CH:55]([NH:58][C:37]([NH:20][C:19]2[CH:21]=[CH:22][C:16]([O:15][C:6]3[C:5]4[C:10](=[CH:11][C:12]([O:13][CH3:14])=[C:3]([O:2][CH3:1])[CH:4]=4)[N:9]=[CH:8][N:7]=3)=[CH:17][C:18]=2[N+:23]([O-:25])=[O:24])=[O:43])[CH2:54][CH2:53]1)[C:46]1[CH:47]=[CH:48][CH:49]=[CH:50][CH:51]=1. The reactants are [CH3:1][O:2][C:3]1[CH:4]=[C:5]2[C:10](=[CH:11][C:12]=1[O:13][CH3:14])[N:9]=[CH:8][N:7]=[C:6]2[O:15][C:16]1[CH:22]=[CH:21][C:19]([NH2:20])=[C:18]([N+:23]([O-:25])=[O:24])[CH:17]=1.C(N(CC)CC)C.ClC(Cl)(O[C:37](=[O:43])OC(Cl)(Cl)Cl)Cl.[CH2:45]([N:52]1[CH2:57][CH2:56][CH:55]([NH2:58])[CH2:54][CH2:53]1)[C:46]1[CH:51]=[CH:50][CH:49]=[CH:48][CH:47]=1. The catalyst is C(Cl)(Cl)Cl.O. The yield is 0.930. (7) The reactants are [C:1]([CH2:3]P(=O)(OCC)OCC)#[N:2].CC(C)([O-])C.[K+].[CH:18]1([CH:23]=O)[CH2:22][CH2:21][CH2:20][CH2:19]1. The catalyst is C1COCC1. The product is [CH:18]1([CH:23]=[CH:3][C:1]#[N:2])[CH2:22][CH2:21][CH2:20][CH2:19]1. The yield is 0.948.